Task: Predict the product of the given reaction.. Dataset: Forward reaction prediction with 1.9M reactions from USPTO patents (1976-2016) Given the reactants C(OC([N:8]1[CH2:13][CH2:12][CH2:11][CH:10]([O:14][C:15]2[CH:42]=[CH:41][C:18]3[C:19]4[N:23]([CH2:24][CH2:25][O:26][C:17]=3[CH:16]=2)[C:22]2[CH:27]=[C:28]([C:31]([O:33][CH3:34])=[O:32])[CH:29]=[CH:30][C:21]=2[C:20]=4[CH:35]2[CH2:40][CH2:39][CH2:38][CH2:37][CH2:36]2)[CH2:9]1)=O)(C)(C)C.C1(C)C=CC=CC=1, predict the reaction product. The product is: [CH:35]1([C:20]2[C:21]3[CH:30]=[CH:29][C:28]([C:31]([O:33][CH3:34])=[O:32])=[CH:27][C:22]=3[N:23]3[C:19]=2[C:18]2[CH:41]=[CH:42][C:15]([O:14][CH:10]4[CH2:11][CH2:12][CH2:13][NH:8][CH2:9]4)=[CH:16][C:17]=2[O:26][CH2:25][CH2:24]3)[CH2:36][CH2:37][CH2:38][CH2:39][CH2:40]1.